From a dataset of Catalyst prediction with 721,799 reactions and 888 catalyst types from USPTO. Predict which catalyst facilitates the given reaction. (1) Reactant: [H-].[Na+].[CH2:3]([N:5]([CH2:8][CH2:9][OH:10])[CH2:6][CH3:7])[CH3:4].Cl[C:12]1[C:25]2[C:16](=[C:17]3[C:22](=[CH:23][CH:24]=2)[CH:21]=[CH:20][CH:19]=[N:18]3)[N:15]=[C:14]([CH3:26])[CH:13]=1. Product: [CH2:3]([N:5]([CH2:6][CH3:7])[CH2:8][CH2:9][O:10][C:12]1[C:25]2[C:16](=[C:17]3[C:22](=[CH:23][CH:24]=2)[CH:21]=[CH:20][CH:19]=[N:18]3)[N:15]=[C:14]([CH3:26])[CH:13]=1)[CH3:4]. The catalyst class is: 1. (2) Reactant: [OH:1][C@@H:2]([C:23]1[CH:28]=[CH:27][CH:26]=[CH:25][CH:24]=1)[CH2:3][CH2:4][N:5]1[CH2:10][CH2:9][CH:8]([C:11]2[CH:12]=[C:13]([NH:17][C:18](=[O:22])[CH:19]([CH3:21])[CH3:20])[CH:14]=[CH:15][CH:16]=2)[CH2:7][CH2:6]1.[Br:29][C:30]1[CH:35]=[CH:34][C:33](O)=[CH:32][CH:31]=1.C1(P(C2C=CC=CC=2)C2C=CC=CC=2)C=CC=CC=1.N(C(OCC)=O)=NC(OCC)=O.N. Product: [Br:29][C:30]1[CH:35]=[CH:34][C:33]([O:1][C@H:2]([C:23]2[CH:24]=[CH:25][CH:26]=[CH:27][CH:28]=2)[CH2:3][CH2:4][N:5]2[CH2:10][CH2:9][CH:8]([C:11]3[CH:12]=[C:13]([NH:17][C:18](=[O:22])[CH:19]([CH3:21])[CH3:20])[CH:14]=[CH:15][CH:16]=3)[CH2:7][CH2:6]2)=[CH:32][CH:31]=1. The catalyst class is: 396. (3) Reactant: [N+:1]([C:4]1[CH:5]=[C:6]2[C:10](=[CH:11][CH:12]=1)[NH:9][C:8]([C:13]1[CH:18]=[CH:17][CH:16]=[CH:15][CH:14]=1)=[CH:7]2)([O-])=O. Product: [C:13]1([C:8]2[NH:9][C:10]3[C:6]([CH:7]=2)=[CH:5][C:4]([NH2:1])=[CH:12][CH:11]=3)[CH:14]=[CH:15][CH:16]=[CH:17][CH:18]=1. The catalyst class is: 94. (4) Reactant: [CH3:1][O:2][C:3](=[O:17])[CH:4]([C:8]1[C:13]([F:14])=[CH:12][CH:11]=[C:10]([Cl:15])[C:9]=1[F:16])[CH2:5][C:6]#[N:7].Cl. Product: [ClH:15].[CH3:1][O:2][C:3](=[O:17])[CH:4]([C:8]1[C:13]([F:14])=[CH:12][CH:11]=[C:10]([Cl:15])[C:9]=1[F:16])[CH2:5][CH2:6][NH2:7]. The catalyst class is: 603. (5) Reactant: Cl[C:2]1[CH:3]=[C:4]([CH:7]=[CH:8][C:9]=1[N+:10]([O-:12])=[O:11])[C:5]#[N:6].[C:13]1([CH2:19][CH2:20][NH2:21])[CH:18]=[CH:17][CH:16]=[CH:15][CH:14]=1.C(=O)([O-])[O-].[K+].[K+].[OH-].[Na+]. Product: [N+:10]([C:9]1[CH:8]=[CH:7][C:4]([C:5]#[N:6])=[CH:3][C:2]=1[NH:21][CH2:20][CH2:19][C:13]1[CH:18]=[CH:17][CH:16]=[CH:15][CH:14]=1)([O-:12])=[O:11]. The catalyst class is: 8.